Dataset: Full USPTO retrosynthesis dataset with 1.9M reactions from patents (1976-2016). Task: Predict the reactants needed to synthesize the given product. (1) Given the product [OH:18][CH:19]1[CH2:22][N:21]([C:23]2[S:24][CH:25]=[C:26]([C:28](=[O:36])[N:29]([CH2:33][CH2:34][OH:35])[CH:30]([CH3:31])[CH3:32])[N:27]=2)[CH2:20]1, predict the reactants needed to synthesize it. The reactants are: [Si]([O:18][CH:19]1[CH2:22][N:21]([C:23]2[S:24][CH:25]=[C:26]([C:28](=[O:36])[N:29]([CH2:33][CH2:34][OH:35])[CH:30]([CH3:32])[CH3:31])[N:27]=2)[CH2:20]1)(C(C)(C)C)(C1C=CC=CC=1)C1C=CC=CC=1.[F-].C([N+](CCCC)(CCCC)CCCC)CCC. (2) Given the product [Cl:29][C:15]1[C:10]2[CH:9]=[C:8]([CH:5]3[CH2:6][CH2:7][C:2]([CH3:19])([CH3:1])[CH2:3][CH2:4]3)[S:18][C:11]=2[N:12]=[C:13]([CH3:17])[N:14]=1, predict the reactants needed to synthesize it. The reactants are: [CH3:1][C:2]1([CH3:19])[CH2:7][CH2:6][CH:5]([C:8]2[S:18][C:11]3[N:12]=[C:13]([CH3:17])[NH:14][C:15](=O)[C:10]=3[CH:9]=2)[CH2:4][CH2:3]1.C1(C)C=CC=CC=1.P(Cl)(Cl)([Cl:29])=O. (3) Given the product [CH3:20][O:19][C:17]1[C:16]([O:21][CH3:22])=[CH:15][C:14]2[C:8]([C:5]3[CH:6]=[CH:7][C:2]([C:28]([OH:31])=[O:30])=[CH:3][CH:4]=3)=[N:9][N:10]([C:24]([NH:26][CH3:27])=[O:25])[CH:11]([CH3:23])[CH2:12][C:13]=2[CH:18]=1, predict the reactants needed to synthesize it. The reactants are: Br[C:2]1[CH:7]=[CH:6][C:5]([C:8]2[C:14]3[CH:15]=[C:16]([O:21][CH3:22])[C:17]([O:19][CH3:20])=[CH:18][C:13]=3[CH2:12][CH:11]([CH3:23])[N:10]([C:24]([NH:26][CH3:27])=[O:25])[N:9]=2)=[CH:4][CH:3]=1.[C:28]([O-:31])(=[O:30])C.[K+].[C]=O. (4) Given the product [CH2:26]([S:23]([C:20]1[CH:19]=[CH:18][C:17]([S:16][C:8]2[N:9]3[C:14]([CH:13]=[CH:12][C:11]([F:15])=[CH:10]3)=[C:6]([CH2:5][C:4]([OH:29])=[O:3])[C:7]=2[CH3:28])=[CH:22][CH:21]=1)(=[O:24])=[O:25])[CH3:27], predict the reactants needed to synthesize it. The reactants are: C([O:3][C:4](=[O:29])[CH2:5][C:6]1[C:7]([CH3:28])=[C:8]([S:16][C:17]2[CH:22]=[CH:21][C:20]([S:23]([CH2:26][CH3:27])(=[O:25])=[O:24])=[CH:19][CH:18]=2)[N:9]2[C:14]=1[CH:13]=[CH:12][C:11]([F:15])=[CH:10]2)C.[OH-].[Li+].Cl. (5) Given the product [F:1][C:2]1[C:14]2[N:13]([C:15]3[CH:20]=[CH:19][CH:18]=[CH:17][C:16]=3[NH2:21])[C:12]3[C:7](=[CH:8][CH:9]=[CH:10][CH:11]=3)[C:6]=2[CH:5]=[CH:4][CH:3]=1, predict the reactants needed to synthesize it. The reactants are: [F:1][C:2]1[C:14]2[N:13]([C:15]3[CH:20]=[CH:19][CH:18]=[CH:17][C:16]=3[N+:21]([O-])=O)[C:12]3[C:7](=[CH:8][CH:9]=[CH:10][CH:11]=3)[C:6]=2[CH:5]=[CH:4][CH:3]=1.[OH-].[Na+]. (6) Given the product [CH3:18][O:15][C:3]1[C:8]([C:9]2[CH:10]=[C:11]([NH2:12])[NH:16][N:17]=2)=[CH:7][CH:6]=[C:5]([CH3:14])[N:4]=1, predict the reactants needed to synthesize it. The reactants are: CO[C:3]1[C:8]([C:9](=O)[CH2:10][C:11]#[N:12])=[CH:7][CH:6]=[C:5]([CH3:14])[N:4]=1.[OH2:15].[NH2:16][NH2:17].[C:18](O)(=O)C. (7) Given the product [F:9][C:7]1[CH:8]=[C:2]([C:18]2[CH:19]=[C:20]3[C:15](=[CH:16][CH:17]=2)[NH:14][CH:13]=[C:12]3[CH3:11])[CH:3]=[C:4]([F:10])[C:5]=1[NH2:6], predict the reactants needed to synthesize it. The reactants are: Br[C:2]1[CH:8]=[C:7]([F:9])[C:5]([NH2:6])=[C:4]([F:10])[CH:3]=1.[CH3:11][C:12]1[C:20]2[C:15](=[CH:16][CH:17]=[C:18](B3OC(C)(C)C(C)(C)O3)[CH:19]=2)[NH:14][CH:13]=1. (8) Given the product [NH2:8][C:9]1[S:13][C:12]([C:14]2[C:15]([F:21])=[CH:16][CH:17]=[CH:18][C:19]=2[F:20])=[N:11][C:10]=1[C:22]([NH:24][C:25]1[C:26]([N:43]2[CH2:48][CH2:47][CH2:46][C@H:45]([NH2:49])[CH2:44]2)=[C:27]2[CH:33]=[CH:32][NH:31][C:28]2=[N:29][CH:30]=1)=[O:23], predict the reactants needed to synthesize it. The reactants are: C(OC([NH:8][C:9]1[S:13][C:12]([C:14]2[C:19]([F:20])=[CH:18][CH:17]=[CH:16][C:15]=2[F:21])=[N:11][C:10]=1[C:22]([NH:24][C:25]1[C:26]([N:43]2[CH2:48][CH2:47][CH2:46][C@H:45]([NH:49]C(=O)OC(C)(C)C)[CH2:44]2)=[C:27]2[CH:33]=[CH:32][N:31](S(C3C=CC=CC=3)(=O)=O)[C:28]2=[N:29][CH:30]=1)=[O:23])=O)(C)(C)C.C1COCC1.